Predict the reactants needed to synthesize the given product. From a dataset of Full USPTO retrosynthesis dataset with 1.9M reactions from patents (1976-2016). (1) Given the product [Cl:11][C:7]1[CH:6]=[C:5]2[C:10]([C:2]([CH2:13][C:14]3[CH:19]=[CH:18][CH:17]=[C:16]([Cl:20])[CH:15]=3)([NH:31][C:28]3[CH:27]=[CH:26][C:25]([O:24][CH2:21][CH2:22][CH3:23])=[CH:30][CH:29]=3)[C:3](=[O:12])[NH:4]2)=[CH:9][CH:8]=1, predict the reactants needed to synthesize it. The reactants are: Br[C:2]1([CH2:13][C:14]2[CH:19]=[CH:18][CH:17]=[C:16]([Cl:20])[CH:15]=2)[C:10]2[C:5](=[CH:6][C:7]([Cl:11])=[CH:8][CH:9]=2)[NH:4][C:3]1=[O:12].[CH2:21]([O:24][C:25]1[CH:30]=[CH:29][C:28]([NH2:31])=[CH:27][CH:26]=1)[CH2:22][CH3:23].CCN(C(C)C)C(C)C.O. (2) Given the product [N:11]1([CH2:7][C:6]2[CH:9]=[CH:10][C:3]([C:1]#[N:2])=[CH:4][CH:5]=2)[CH2:16][CH2:15][O:14][CH2:13][CH2:12]1, predict the reactants needed to synthesize it. The reactants are: [C:1]([C:3]1[CH:10]=[CH:9][C:6]([CH:7]=O)=[CH:5][CH:4]=1)#[N:2].[NH:11]1[CH2:16][CH2:15][O:14][CH2:13][CH2:12]1.C(O)(=O)C.C([BH3-])#N.[Na+]. (3) The reactants are: Br[C:2]1[CH:7]=[CH:6][C:5]([NH:8][C:9]2[N:13]=[C:12]([NH2:14])[NH:11][N:10]=2)=[CH:4][C:3]=1[C:15]([F:18])([F:17])[F:16].[Cl:19][C:20]1[CH:25]=[CH:24][CH:23]=[CH:22][C:21]=1B(O)O.C(=O)([O-])[O-].[K+].[K+].O1CCOCC1. Given the product [Cl:19][C:20]1[CH:25]=[CH:24][CH:23]=[CH:22][C:21]=1[C:2]1[CH:7]=[CH:6][C:5]([NH:8][C:9]2[N:13]=[C:12]([NH2:14])[NH:11][N:10]=2)=[CH:4][C:3]=1[C:15]([F:18])([F:17])[F:16], predict the reactants needed to synthesize it.